From a dataset of Reaction yield outcomes from USPTO patents with 853,638 reactions. Predict the reaction yield, written as a fraction of the theoretical maximum amount of product (1.0 means a 100% yield; for example, 0.34 means a 34% yield). (1) The reactants are [Br:1][C:2]1[C:10]2[C:5](=[CH:6][N:7]=[CH:8][CH:9]=2)[S:4][CH:3]=1.[Li+].CC([N-]C(C)C)C.C1C(=O)N([Br:26])C(=O)C1.[Cl-].[NH4+]. The catalyst is C1COCC1. The product is [Br:26][C:3]1[S:4][C:5]2=[CH:6][N:7]=[CH:8][CH:9]=[C:10]2[C:2]=1[Br:1]. The yield is 0.550. (2) The reactants are ClC(Cl)(Cl)C(O)=O.S(=O)(=O)(O)O.[N+:13]([C:16]1[CH:17]=[C:18]2[C:23](=[CH:24][CH:25]=1)[O:22][CH2:21][CH2:20][C:19]2=[O:26])([O-:15])=[O:14].[N-:27]=[N+]=[N-].[Na+]. No catalyst specified. The product is [N+:13]([C:16]1[CH:25]=[CH:24][C:23]2[O:22][CH2:21][CH2:20][C:19](=[O:26])[NH:27][C:18]=2[CH:17]=1)([O-:15])=[O:14]. The yield is 0.220. (3) The reactants are [NH:1]1[CH2:6][CH2:5][O:4][CH2:3][CH2:2]1.[Br:7][C:8]1[CH:13]=[C:12]([N+:14]([O-:16])=[O:15])[CH:11]=[CH:10][C:9]=1F. The catalyst is C(#N)C. The product is [Br:7][C:8]1[CH:13]=[C:12]([N+:14]([O-:16])=[O:15])[CH:11]=[CH:10][C:9]=1[N:1]1[CH2:6][CH2:5][O:4][CH2:3][CH2:2]1. The yield is 0.990. (4) The reactants are [F:1][C:2]1[CH:7]=[CH:6][C:5]([CH2:8][C:9]([OH:11])=O)=[CH:4][CH:3]=1.C(Cl)(=O)C(Cl)=O.[Br:18][C:19]1[CH:24]=[CH:23][C:22]([O:25]C)=[CH:21][CH:20]=1.[Al+3].[Cl-].[Cl-].[Cl-]. The catalyst is ClCCl.CN(C=O)C. The product is [Br:18][C:19]1[CH:20]=[CH:21][C:22]([OH:25])=[C:23]([C:9](=[O:11])[CH2:8][C:5]2[CH:4]=[CH:3][C:2]([F:1])=[CH:7][CH:6]=2)[CH:24]=1. The yield is 0.370. (5) The reactants are Cl[C:2]1[N:3]=[CH:4][C:5]([C:8]([O:10][CH3:11])=[O:9])=[N:6][CH:7]=1.[F:12][C:13]([F:17])([F:16])[CH2:14][OH:15].C(=O)([O-])[O-].[K+].[K+]. No catalyst specified. The product is [F:12][C:13]([F:17])([F:16])[CH2:14][O:15][C:2]1[N:3]=[CH:4][C:5]([C:8]([O:10][CH3:11])=[O:9])=[N:6][CH:7]=1. The yield is 0.800. (6) The reactants are [Cl:1][C:2]1[CH:18]=[C:17]([Cl:19])[CH:16]=[CH:15][C:3]=1[CH2:4][N:5]1[C:9]([CH:10]=O)=[CH:8][C:7]([CH:12]([CH3:14])[CH3:13])=[N:6]1.C(OP([CH2:28][C:29]([O:31][CH2:32][CH3:33])=[O:30])(OCC)=O)C.[H-].[Na+].O. The catalyst is O1CCCC1.CN(C)C=O. The product is [Cl:1][C:2]1[CH:18]=[C:17]([Cl:19])[CH:16]=[CH:15][C:3]=1[CH2:4][N:5]1[C:9](/[CH:10]=[CH:28]/[C:29]([O:31][CH2:32][CH3:33])=[O:30])=[CH:8][C:7]([CH:12]([CH3:14])[CH3:13])=[N:6]1. The yield is 0.810. (7) The reactants are [CH2:1]([N:8]([CH3:18])[CH:9]1[CH2:17][C@@H:12]2[CH2:13][NH:14][CH2:15][CH2:16][C@@H:11]2[CH2:10]1)[C:2]1[CH:7]=[CH:6][CH:5]=[CH:4][CH:3]=1.[C:19](O[C:19]([O:21][C:22]([CH3:25])([CH3:24])[CH3:23])=[O:20])([O:21][C:22]([CH3:25])([CH3:24])[CH3:23])=[O:20].C(N)C.O. The catalyst is ClCCl. The product is [CH2:1]([N:8]([CH3:18])[CH:9]1[CH2:17][C@@H:12]2[CH2:13][N:14]([C:19]([O:21][C:22]([CH3:25])([CH3:24])[CH3:23])=[O:20])[CH2:15][CH2:16][C@@H:11]2[CH2:10]1)[C:2]1[CH:3]=[CH:4][CH:5]=[CH:6][CH:7]=1. The yield is 0.630.